This data is from NCI-60 drug combinations with 297,098 pairs across 59 cell lines. The task is: Regression. Given two drug SMILES strings and cell line genomic features, predict the synergy score measuring deviation from expected non-interaction effect. (1) Drug 1: C1CN1P(=S)(N2CC2)N3CC3. Drug 2: C1C(C(OC1N2C=NC3=C(N=C(N=C32)Cl)N)CO)O. Cell line: A498. Synergy scores: CSS=28.3, Synergy_ZIP=-3.95, Synergy_Bliss=-0.311, Synergy_Loewe=3.53, Synergy_HSA=3.52. (2) Drug 1: C1=CC=C(C=C1)NC(=O)CCCCCCC(=O)NO. Drug 2: CNC(=O)C1=NC=CC(=C1)OC2=CC=C(C=C2)NC(=O)NC3=CC(=C(C=C3)Cl)C(F)(F)F. Cell line: SF-268. Synergy scores: CSS=2.07, Synergy_ZIP=0.0593, Synergy_Bliss=3.56, Synergy_Loewe=-3.87, Synergy_HSA=0.600. (3) Drug 1: CC1C(C(=O)NC(C(=O)N2CCCC2C(=O)N(CC(=O)N(C(C(=O)O1)C(C)C)C)C)C(C)C)NC(=O)C3=C4C(=C(C=C3)C)OC5=C(C(=O)C(=C(C5=N4)C(=O)NC6C(OC(=O)C(N(C(=O)CN(C(=O)C7CCCN7C(=O)C(NC6=O)C(C)C)C)C)C(C)C)C)N)C. Drug 2: CCC1(C2=C(COC1=O)C(=O)N3CC4=CC5=C(C=CC(=C5CN(C)C)O)N=C4C3=C2)O.Cl. Cell line: UO-31. Synergy scores: CSS=11.4, Synergy_ZIP=-8.93, Synergy_Bliss=-0.825, Synergy_Loewe=-6.71, Synergy_HSA=-1.21.